This data is from Forward reaction prediction with 1.9M reactions from USPTO patents (1976-2016). The task is: Predict the product of the given reaction. (1) Given the reactants [C:1]([C:3]1[C:4]([I:15])=[C:5]([C:10]([O:12][CH2:13][CH3:14])=[O:11])[S:6][C:7]=1SC)#[N:2].[CH:16]1C=C(Cl)C=C(C(OO)=O)C=1.[S:27]([O-:30])([O-])=[O:28].[Na+].[Na+].C(=O)([O-])[O-].[K+].[K+], predict the reaction product. The product is: [I:15][C:4]1[C:3]([C:1]#[N:2])=[C:7]([S:27]([CH3:16])(=[O:30])=[O:28])[S:6][C:5]=1[C:10]([O:12][CH2:13][CH3:14])=[O:11]. (2) Given the reactants [H-].[Na+].C([O:5][C:6](=O)[CH2:7][CH2:8][C:9]([C:11]1[CH:16]=[CH:15][CH:14]=[CH:13][C:12]=1[NH2:17])=[O:10])C.O, predict the reaction product. The product is: [NH:17]1[C:12]2[CH:13]=[CH:14][CH:15]=[CH:16][C:11]=2[C:9](=[O:10])[CH2:8][CH2:7][C:6]1=[O:5].